Dataset: NCI-60 drug combinations with 297,098 pairs across 59 cell lines. Task: Regression. Given two drug SMILES strings and cell line genomic features, predict the synergy score measuring deviation from expected non-interaction effect. (1) Drug 1: CCC1(CC2CC(C3=C(CCN(C2)C1)C4=CC=CC=C4N3)(C5=C(C=C6C(=C5)C78CCN9C7C(C=CC9)(C(C(C8N6C)(C(=O)OC)O)OC(=O)C)CC)OC)C(=O)OC)O.OS(=O)(=O)O. Drug 2: COC1=C2C(=CC3=C1OC=C3)C=CC(=O)O2. Cell line: HOP-62. Synergy scores: CSS=3.08, Synergy_ZIP=1.50, Synergy_Bliss=5.94, Synergy_Loewe=-11.8, Synergy_HSA=2.47. (2) Drug 1: CN1CCC(CC1)COC2=C(C=C3C(=C2)N=CN=C3NC4=C(C=C(C=C4)Br)F)OC. Drug 2: C1=NC(=NC(=O)N1C2C(C(C(O2)CO)O)O)N. Cell line: T-47D. Synergy scores: CSS=10.5, Synergy_ZIP=2.80, Synergy_Bliss=7.23, Synergy_Loewe=2.31, Synergy_HSA=4.97. (3) Drug 1: CN(C)N=NC1=C(NC=N1)C(=O)N. Drug 2: CC1=C(N=C(N=C1N)C(CC(=O)N)NCC(C(=O)N)N)C(=O)NC(C(C2=CN=CN2)OC3C(C(C(C(O3)CO)O)O)OC4C(C(C(C(O4)CO)O)OC(=O)N)O)C(=O)NC(C)C(C(C)C(=O)NC(C(C)O)C(=O)NCCC5=NC(=CS5)C6=NC(=CS6)C(=O)NCCC[S+](C)C)O. Cell line: SK-MEL-5. Synergy scores: CSS=12.9, Synergy_ZIP=-3.61, Synergy_Bliss=2.50, Synergy_Loewe=-4.30, Synergy_HSA=0.831. (4) Drug 1: CCC1(CC2CC(C3=C(CCN(C2)C1)C4=CC=CC=C4N3)(C5=C(C=C6C(=C5)C78CCN9C7C(C=CC9)(C(C(C8N6C=O)(C(=O)OC)O)OC(=O)C)CC)OC)C(=O)OC)O.OS(=O)(=O)O. Drug 2: C(CC(=O)O)C(=O)CN.Cl. Cell line: MDA-MB-231. Synergy scores: CSS=7.47, Synergy_ZIP=3.04, Synergy_Bliss=0.326, Synergy_Loewe=1.17, Synergy_HSA=1.46. (5) Drug 1: C1CCC(C1)C(CC#N)N2C=C(C=N2)C3=C4C=CNC4=NC=N3. Drug 2: C(CCl)NC(=O)N(CCCl)N=O. Cell line: MCF7. Synergy scores: CSS=-2.89, Synergy_ZIP=2.93, Synergy_Bliss=1.42, Synergy_Loewe=-5.58, Synergy_HSA=-3.55. (6) Drug 1: CC1CCC2CC(C(=CC=CC=CC(CC(C(=O)C(C(C(=CC(C(=O)CC(OC(=O)C3CCCCN3C(=O)C(=O)C1(O2)O)C(C)CC4CCC(C(C4)OC)OCCO)C)C)O)OC)C)C)C)OC. Drug 2: C(=O)(N)NO. Cell line: SNB-19. Synergy scores: CSS=25.1, Synergy_ZIP=-7.21, Synergy_Bliss=-0.469, Synergy_Loewe=-22.0, Synergy_HSA=0.615.